From a dataset of Catalyst prediction with 721,799 reactions and 888 catalyst types from USPTO. Predict which catalyst facilitates the given reaction. Reactant: [Br:1][C:2]1[CH:3]=[C:4]([CH2:8][C:9](Cl)=[O:10])[CH:5]=[CH:6][CH:7]=1. Product: [CH2:9]([O:10][C:9](=[O:10])[CH2:8][C:4]1[CH:5]=[CH:6][CH:7]=[C:2]([Br:1])[CH:3]=1)[CH:8]=[CH2:4]. The catalyst class is: 644.